Predict which catalyst facilitates the given reaction. From a dataset of Catalyst prediction with 721,799 reactions and 888 catalyst types from USPTO. Reactant: ClC1C=CC(NC2N=C(C3C(F)=CC=CC=3F)N=C(NN=CC3C=CC(OC(F)(F)F)=CC=3)N=2)=CC=1.C(NC(C)C)(C)C.[Li].Cl.C(N(CC)CC)C.[F:53][C:54]1[CH:59]=[CH:58][CH:57]=[C:56]([F:60])[CH:55]=1.[N:61]1[C:68]([Cl:69])=[N:67][C:65](Cl)=[N:64][C:62]=1[Cl:63]. Product: [Cl:63][C:62]1[N:61]=[C:68]([Cl:69])[N:67]=[C:65]([C:55]2[C:54]([F:53])=[CH:59][CH:58]=[CH:57][C:56]=2[F:60])[N:64]=1. The catalyst class is: 595.